From a dataset of Reaction yield outcomes from USPTO patents with 853,638 reactions. Predict the reaction yield, written as a fraction of the theoretical maximum amount of product (1.0 means a 100% yield; for example, 0.34 means a 34% yield). (1) The reactants are O.C1(C)C=CC(S(O)(=O)=O)=CC=1.[CH2:13]([OH:17])[CH:14]([OH:16])[CH3:15].[Cl:18][C:19]1[N:24]=[CH:23][C:22]([NH:25]C(=O)OC(C)(C)C)=[C:21]([C:33](=O)[CH2:34][CH3:35])[CH:20]=1. The catalyst is C1(C)C=CC=CC=1.C(OCC)(=O)C. The product is [Cl:18][C:19]1[N:24]=[CH:23][C:22]([NH2:25])=[C:21]([C:33]2([CH2:34][CH3:35])[O:16][CH:14]([CH3:15])[CH2:13][O:17]2)[CH:20]=1. The yield is 0.860. (2) The reactants are Cl[C:2]1[N:11]=[C:10]([NH:12][CH2:13][CH:14]([C:21]2[CH:26]=[CH:25][CH:24]=[CH:23][CH:22]=2)[C:15]2[CH:20]=[CH:19][CH:18]=[CH:17][CH:16]=2)[C:9]2[C:4](=[CH:5][CH:6]=[CH:7][CH:8]=2)[N:3]=1.[NH:27]1[CH:31]=[CH:30][N:29]=[CH:28]1.C([O-])([O-])=O.[K+].[K+]. The catalyst is C(#N)C. The product is [C:15]1([CH:14]([C:21]2[CH:26]=[CH:25][CH:24]=[CH:23][CH:22]=2)[CH2:13][NH:12][C:10]2[C:9]3[C:4](=[CH:5][CH:6]=[CH:7][CH:8]=3)[N:3]=[C:2]([N:27]3[CH:31]=[CH:30][N:29]=[CH:28]3)[N:11]=2)[CH:20]=[CH:19][CH:18]=[CH:17][CH:16]=1. The yield is 0.210. (3) The reactants are [Cl:1][C:2]1[CH:3]=[CH:4][C:5]2[N:6]([C:8]([C:11]([C:14]3[CH:15]=[C:16]4[C:20](=[CH:21][C:22]=3[F:23])[N:19]([CH3:24])[N:18]=[CH:17]4)(O)[CH3:12])=[CH:9][N:10]=2)[N:7]=1.II.[PH2](=O)O. The catalyst is CC(O)=O. The product is [Cl:1][C:2]1[CH:3]=[CH:4][C:5]2[N:6]([C:8]([CH:11]([C:14]3[CH:15]=[C:16]4[C:20](=[CH:21][C:22]=3[F:23])[N:19]([CH3:24])[N:18]=[CH:17]4)[CH3:12])=[CH:9][N:10]=2)[N:7]=1. The yield is 0.600. (4) The reactants are [O:1]([C:8]1[CH:9]=[C:10]([NH:14][CH2:15][C:16]2[CH:21]=[CH:20][CH:19]=[C:18]([O:22][C:23]([F:28])([F:27])[CH:24]([F:26])[F:25])[CH:17]=2)[CH:11]=[CH:12][CH:13]=1)[C:2]1[CH:7]=[CH:6][CH:5]=[CH:4][CH:3]=1.[F:29][C:30]([F:35])([F:34])[CH:31]1[O:33][CH2:32]1.FC(F)(F)S([O-])(=O)=O.[Yb+3].FC(F)(F)S([O-])(=O)=O.FC(F)(F)S([O-])(=O)=O. The catalyst is C(#N)C.O.C(OCC)(=O)C. The product is [O:1]([C:8]1[CH:9]=[C:10]([N:14]([CH2:15][C:16]2[CH:21]=[CH:20][CH:19]=[C:18]([O:22][C:23]([F:27])([F:28])[CH:24]([F:25])[F:26])[CH:17]=2)[CH2:32][CH:31]([OH:33])[C:30]([F:35])([F:34])[F:29])[CH:11]=[CH:12][CH:13]=1)[C:2]1[CH:7]=[CH:6][CH:5]=[CH:4][CH:3]=1. The yield is 0.620. (5) The reactants are C([O:8][C:9]1[CH:10]=[CH:11][C:12]([C@H:15]([NH:17][C:18](=[O:31])[CH2:19][O:20][C:21]2[CH:26]=[CH:25][C:24]([C:27]([F:30])([F:29])[F:28])=[CH:23][CH:22]=2)[CH3:16])=[N:13][CH:14]=1)C1C=CC=CC=1. The catalyst is CO.[OH-].[OH-].[Pd+2]. The product is [OH:8][C:9]1[CH:10]=[CH:11][C:12]([C@H:15]([NH:17][C:18](=[O:31])[CH2:19][O:20][C:21]2[CH:26]=[CH:25][C:24]([C:27]([F:30])([F:28])[F:29])=[CH:23][CH:22]=2)[CH3:16])=[N:13][CH:14]=1. The yield is 0.940.